The task is: Binary Classification. Given a T-cell receptor sequence (or CDR3 region) and an epitope sequence, predict whether binding occurs between them.. This data is from TCR-epitope binding with 47,182 pairs between 192 epitopes and 23,139 TCRs. (1) The epitope is NEGVKAAW. The TCR CDR3 sequence is CASSFEQSYEQYF. Result: 0 (the TCR does not bind to the epitope). (2) The epitope is GLIYNRMGAVTTEV. The TCR CDR3 sequence is CAGSTNTGELFF. Result: 1 (the TCR binds to the epitope). (3) The epitope is NLVPMVATV. Result: 1 (the TCR binds to the epitope). The TCR CDR3 sequence is CSVGRGYEGYTF. (4) The epitope is VLWAHGFEL. The TCR CDR3 sequence is CSARQGDTEAFF. Result: 0 (the TCR does not bind to the epitope). (5) The TCR CDR3 sequence is CASSQGLGSGYGYTF. Result: 0 (the TCR does not bind to the epitope). The epitope is YLQPRTFLL.